This data is from Full USPTO retrosynthesis dataset with 1.9M reactions from patents (1976-2016). The task is: Predict the reactants needed to synthesize the given product. (1) Given the product [CH3:39][C:37]1([CH3:38])[C:33]([CH3:34])([CH3:35])[O:32][B:27]([C:7]2[O:6][C:5]([Si:4]([CH:1]([CH3:3])[CH3:2])([CH:10]([CH3:12])[CH3:11])[CH:13]([CH3:15])[CH3:14])=[N:9][CH:8]=2)[O:36]1, predict the reactants needed to synthesize it. The reactants are: [CH:1]([Si:4]([CH:13]([CH3:15])[CH3:14])([CH:10]([CH3:12])[CH3:11])[C:5]1[O:6][CH:7]=[CH:8][N:9]=1)([CH3:3])[CH3:2].CCCCCC.C([Li])CCC.[B:27]([O:36][CH:37]([CH3:39])[CH3:38])([O:32][CH:33]([CH3:35])[CH3:34])OC(C)C.CC(O)(C(C)(O)C)C. (2) Given the product [C:1]([C:5]1[CH:6]=[CH:7][C:8]([C:11]2[S:12][CH:13]=[C:14]([CH:20]=[O:21])[C:15]=2[OH:16])=[CH:9][CH:10]=1)([CH3:4])([CH3:2])[CH3:3], predict the reactants needed to synthesize it. The reactants are: [C:1]([C:5]1[CH:10]=[CH:9][C:8]([C:11]2[S:12][CH:13]=[C:14]([CH:20]=[O:21])[C:15]=2[O:16]COC)=[CH:7][CH:6]=1)([CH3:4])([CH3:3])[CH3:2].Cl.O. (3) Given the product [N:14]1([C:3]2[C:2]([OH:1])=[C:11]3[C:6]([CH:7]=[CH:8][C:9]([CH3:12])=[N:10]3)=[CH:5][CH:4]=2)[CH2:19][CH2:18][O:17][CH2:16][CH2:15]1, predict the reactants needed to synthesize it. The reactants are: [OH:1][C:2]1[CH:3]=[CH:4][CH:5]=[C:6]2[C:11]=1[N:10]=[CH:9][CH:8]=[CH:7]2.[CH2:12]=O.[NH:14]1[CH2:19][CH2:18][O:17][CH2:16][CH2:15]1. (4) Given the product [CH3:3][O:4][C:5](=[O:14])[CH2:6][C:7]1[CH:8]=[C:9]([C:20]2[CH:19]=[CH:18][C:17]([O:16][CH3:15])=[CH:22][C:21]=2[O:23][CH3:24])[CH:10]=[CH:11][CH:12]=1, predict the reactants needed to synthesize it. The reactants are: N#N.[CH3:3][O:4][C:5](=[O:14])[CH2:6][C:7]1[CH:12]=[CH:11][CH:10]=[C:9](Br)[CH:8]=1.[CH3:15][O:16][C:17]1[CH:22]=[C:21]([O:23][CH3:24])[CH:20]=[CH:19][C:18]=1B(O)O.C([O-])(O)=O.[Na+]. (5) Given the product [C:1]([C:9]1[CH:14]=[CH:13][CH:12]=[CH:11][C:10]=1[NH:15][S:16]([C:19]1[CH:20]=[CH:21][C:22]([C:23]([NH:25][CH2:26][C:27](=[O:28])[NH:50][C:47]2[CH:46]=[CH:45][C:44]([N:41]3[CH2:42][CH2:43][CH:38]([N:32]4[CH2:33][CH2:34][CH2:35][CH2:36][CH2:37]4)[CH2:39][CH2:40]3)=[CH:49][CH:48]=2)=[O:24])=[CH:30][CH:31]=1)(=[O:17])=[O:18])(=[O:8])[C:2]1[CH:3]=[CH:4][CH:5]=[CH:6][CH:7]=1, predict the reactants needed to synthesize it. The reactants are: [C:1]([C:9]1[CH:14]=[CH:13][CH:12]=[CH:11][C:10]=1[NH:15][S:16]([C:19]1[CH:31]=[CH:30][C:22]([C:23]([NH:25][CH2:26][C:27](O)=[O:28])=[O:24])=[CH:21][CH:20]=1)(=[O:18])=[O:17])(=[O:8])[C:2]1[CH:7]=[CH:6][CH:5]=[CH:4][CH:3]=1.[N:32]1([CH:38]2[CH2:43][CH2:42][N:41]([C:44]3[CH:49]=[CH:48][C:47]([NH2:50])=[CH:46][CH:45]=3)[CH2:40][CH2:39]2)[CH2:37][CH2:36][CH2:35][CH2:34][CH2:33]1. (6) Given the product [CH3:50][O:51][C:52]1[CH:53]=[C:54]([C:60]2[CH2:61][C:62]([CH3:74])([CH3:73])[C:63](=[O:72])[N:64]([CH:66]3[CH2:67][CH2:68][N:69]([C:11](=[O:13])[C@H:9]([NH:8][C:6](=[O:7])[O:5][C:1]([CH3:2])([CH3:3])[CH3:4])[CH3:10])[CH2:70][CH2:71]3)[N:65]=2)[CH:55]=[CH:56][C:57]=1[O:58][CH3:59], predict the reactants needed to synthesize it. The reactants are: [C:1]([O:5][C:6]([NH:8][C@@H:9]([C:11]([OH:13])=O)[CH3:10])=[O:7])([CH3:4])([CH3:3])[CH3:2].CCN(C(C)C)C(C)C.CCOC(C(C#N)=NOC(N1CCOCC1)=[N+](C)C)=O.F[P-](F)(F)(F)(F)F.[CH3:50][O:51][C:52]1[CH:53]=[C:54]([C:60]2[CH2:61][C:62]([CH3:74])([CH3:73])[C:63](=[O:72])[N:64]([CH:66]3[CH2:71][CH2:70][NH:69][CH2:68][CH2:67]3)[N:65]=2)[CH:55]=[CH:56][C:57]=1[O:58][CH3:59].C(=O)(O)[O-].[Na+]. (7) Given the product [OH:26][C@H:23]1[CH2:24][CH2:25][N:21]([C:4]2[C:5]3[CH:10]=[CH:9][N:8]([S:11]([C:14]4[CH:20]=[CH:19][C:17]([CH3:18])=[CH:16][CH:15]=4)(=[O:13])=[O:12])[C:6]=3[N:7]=[C:2]([NH:27][C:28]3[CH:29]=[CH:30][C:31]([N:34]4[CH2:35][CH2:36][N:37]([C:40](=[O:42])[CH3:41])[CH2:38][CH2:39]4)=[CH:32][CH:33]=3)[N:3]=2)[CH2:22]1, predict the reactants needed to synthesize it. The reactants are: Cl[C:2]1[N:3]=[C:4]([N:21]2[CH2:25][CH2:24][C@H:23]([OH:26])[CH2:22]2)[C:5]2[CH:10]=[CH:9][N:8]([S:11]([C:14]3[CH:20]=[CH:19][C:17]([CH3:18])=[CH:16][CH:15]=3)(=[O:13])=[O:12])[C:6]=2[N:7]=1.[NH2:27][C:28]1[CH:33]=[CH:32][C:31]([N:34]2[CH2:39][CH2:38][N:37]([C:40](=[O:42])[CH3:41])[CH2:36][CH2:35]2)=[CH:30][CH:29]=1.C[Si](Cl)(C)C.